This data is from Reaction yield outcomes from USPTO patents with 853,638 reactions. The task is: Predict the reaction yield, written as a fraction of the theoretical maximum amount of product (1.0 means a 100% yield; for example, 0.34 means a 34% yield). (1) The reactants are C1(S([N:10]2[C:14]3=[N:15][CH:16]=[C:17]([Cl:19])[CH:18]=[C:13]3[C:12]([CH2:20][C:21]3[CH:22]=[CH:23][C:24]([NH2:27])=[N:25][CH:26]=3)=[CH:11]2)(=O)=O)C=CC=CC=1.[F:28][C:29]([F:41])([F:40])[CH2:30][O:31][C:32]1[N:37]=[CH:36][C:35]([CH:38]=O)=[CH:34][CH:33]=1.C([BH3-])#N.[OH-].[K+].C(=O)([O-])[O-].[K+].[K+]. The catalyst is C(O)C.C(O)(=O)C. The product is [Cl:19][C:17]1[CH:18]=[C:13]2[C:12]([CH2:20][C:21]3[CH:22]=[CH:23][C:24]([NH:27][CH2:38][C:35]4[CH:36]=[N:37][C:32]([O:31][CH2:30][C:29]([F:41])([F:28])[F:40])=[CH:33][CH:34]=4)=[N:25][CH:26]=3)=[CH:11][NH:10][C:14]2=[N:15][CH:16]=1. The yield is 0.0760. (2) The reactants are C([O:5][C:6]([C:8]1[NH:17][C:16]2[CH2:15][CH2:14][CH2:13][N:12]([CH2:18][CH2:19][N:20]([CH2:23][CH3:24])[CH2:21][CH3:22])[C:11](=[O:25])[C:10]=2[C:9]=1[CH3:26])=O)(C)(C)C.FC(F)(F)C(O)=O.C(OC(OCC)OCC)C. No catalyst specified. The product is [CH2:23]([N:20]([CH2:21][CH3:22])[CH2:19][CH2:18][N:12]1[CH2:13][CH2:14][CH2:15][C:16]2[NH:17][C:8]([CH:6]=[O:5])=[C:9]([CH3:26])[C:10]=2[C:11]1=[O:25])[CH3:24]. The yield is 0.550.